This data is from Full USPTO retrosynthesis dataset with 1.9M reactions from patents (1976-2016). The task is: Predict the reactants needed to synthesize the given product. Given the product [NH2:85][C:86]1[N:91]=[CH:90][C:89]([C:2]2[CH:11]=[CH:10][C:9]3=[N:8][CH:7]=[C:6]4[C:5]([N:14]([C:15]5[CH:20]=[CH:19][C:18]([N:21]6[CH2:22][CH2:23][N:24]([C:27](=[O:28])[CH2:71][CH2:70][O:69][CH2:68][CH2:67][O:66][CH2:65][CH2:64][O:63][CH2:62][CH2:61][O:60][CH2:59][CH2:58][NH:57][C:56](=[O:75])[O:55][C:53]([CH3:52])([CH3:54])[CH3:76])[CH2:25][CH2:26]6)=[C:17]([C:34]([F:37])([F:36])[F:35])[CH:16]=5)[C:38](=[O:39])[CH:40]=[CH:45]4)=[C:4]3[CH:3]=2)=[CH:88][CH:87]=1, predict the reactants needed to synthesize it. The reactants are: Br[C:2]1[CH:3]=[C:4]2[C:9](=[CH:10][CH:11]=1)[N:8]=[CH:7][C:6](C=O)=[C:5]2[NH:14][C:15]1[CH:20]=[CH:19][C:18]([N:21]2[CH2:26][CH2:25][N:24]([C:27](OC(C)(C)C)=[O:28])[CH2:23][CH2:22]2)=[C:17]([C:34]([F:37])([F:36])[F:35])[CH:16]=1.[C:38](O)([C:40](F)(F)F)=[O:39].[CH2:45](N(CC)CC)C.[CH3:52][C:53]([CH3:76])([O:55][C:56](=[O:75])[NH:57][CH2:58][CH2:59][O:60][CH2:61][CH2:62][O:63][CH2:64][CH2:65][O:66][CH2:67][CH2:68][O:69][CH2:70][CH2:71]C(O)=O)[CH3:54].CN(C(O[N:85]1N=N[C:87]2[CH:88]=[CH:89][CH:90]=[N:91][C:86]1=2)=[N+](C)C)C.F[P-](F)(F)(F)(F)F.